Dataset: Full USPTO retrosynthesis dataset with 1.9M reactions from patents (1976-2016). Task: Predict the reactants needed to synthesize the given product. (1) Given the product [N+:23]([C:18]1[C:17]([O:1][CH:2]2[C:6]3([CH2:7][CH2:8]3)[CH2:5][N:4]([C:9]([O:11][C:12]([CH3:15])([CH3:14])[CH3:13])=[O:10])[CH2:3]2)=[CH:22][CH:21]=[CH:20][N:19]=1)([O-:25])=[O:24], predict the reactants needed to synthesize it. The reactants are: [OH:1][CH:2]1[C:6]2([CH2:8][CH2:7]2)[CH2:5][N:4]([C:9]([O:11][C:12]([CH3:15])([CH3:14])[CH3:13])=[O:10])[CH2:3]1.F[C:17]1[C:18]([N+:23]([O-:25])=[O:24])=[N:19][CH:20]=[CH:21][CH:22]=1. (2) Given the product [CH3:39][S:40]([OH:43])(=[O:42])=[O:41].[Cl:34][C:31]1[CH:32]=[CH:33][C:28]([C:26]([NH:25][C:20]2[C:19]([C:17]([NH:16][C:13]3[CH:14]=[CH:15][C:10]([N:9]4[CH2:8][CH2:7][O:6][C:35]4=[NH:36])=[CH:11][CH:12]=3)=[O:18])=[CH:23][N:22]([CH3:24])[N:21]=2)=[O:27])=[N:29][CH:30]=1, predict the reactants needed to synthesize it. The reactants are: C([Si](C)(C)[O:6][CH2:7][CH2:8][N:9]([C:35]#[N:36])[C:10]1[CH:15]=[CH:14][C:13]([NH:16][C:17]([C:19]2[C:20]([NH:25][C:26]([C:28]3[CH:33]=[CH:32][C:31]([Cl:34])=[CH:30][N:29]=3)=[O:27])=[N:21][N:22]([CH3:24])[CH:23]=2)=[O:18])=[CH:12][CH:11]=1)(C)(C)C.[CH3:39][S:40]([OH:43])(=[O:42])=[O:41]. (3) Given the product [CH3:8][C:6]1[C:5]([NH2:9])=[CH:4][CH:3]=[C:2]([N:12]2[CH2:16][CH2:15][CH2:14][CH2:13]2)[N:7]=1, predict the reactants needed to synthesize it. The reactants are: Cl[C:2]1[N:7]=[C:6]([CH3:8])[C:5]([N+:9]([O-])=O)=[CH:4][CH:3]=1.[NH:12]1[CH2:16][CH2:15][CH2:14][CH2:13]1.